Predict the product of the given reaction. From a dataset of Forward reaction prediction with 1.9M reactions from USPTO patents (1976-2016). The product is: [F:1][C:2]1[CH:3]=[CH:4][C:5]([CH2:6][N:7]([CH:8]2[CH2:9][CH2:10][N:11]([CH3:14])[CH2:12][CH2:13]2)[C:30]([NH:29][CH2:28][C:25]2[CH:26]=[CH:27][C:22]([O:21][CH2:17][CH:18]([CH3:20])[CH3:19])=[CH:23][CH:24]=2)=[O:31])=[CH:15][CH:16]=1. Given the reactants [F:1][C:2]1[CH:16]=[CH:15][C:5]([CH2:6][NH:7][CH:8]2[CH2:13][CH2:12][N:11]([CH3:14])[CH2:10][CH2:9]2)=[CH:4][CH:3]=1.[CH2:17]([O:21][C:22]1[CH:27]=[CH:26][C:25]([CH2:28][N:29]=[C:30]=[O:31])=[CH:24][CH:23]=1)[CH:18]([CH3:20])[CH3:19], predict the reaction product.